Dataset: Full USPTO retrosynthesis dataset with 1.9M reactions from patents (1976-2016). Task: Predict the reactants needed to synthesize the given product. (1) Given the product [Si:1]([O:20][CH2:19][CH2:18][CH2:17][NH:16][C:14]1[C:13]([F:21])=[CH:12][N:11]=[C:10]([Cl:9])[N:15]=1)([C:4]([CH3:7])([CH3:6])[CH3:5])([CH3:3])[CH3:2], predict the reactants needed to synthesize it. The reactants are: [Si:1](Cl)([C:4]([CH3:7])([CH3:6])[CH3:5])([CH3:3])[CH3:2].[Cl:9][C:10]1[N:15]=[C:14]([NH:16][CH2:17][CH2:18][CH2:19][OH:20])[C:13]([F:21])=[CH:12][N:11]=1.C(N(CC)CC)C. (2) Given the product [CH:42]([OH:43])=[O:60].[C:1]([C:5]1[CH:9]=[C:8]([NH:10][C:11]([NH:13][C@@H:14]2[C:23]3[C:18](=[CH:19][CH:20]=[CH:21][CH:22]=3)[C@H:17]([O:24][C:25]3[CH:26]=[CH:27][C:28]4[N:29]([C:31]([N:34]5[CH2:39][CH2:38][O:37][CH2:36][C@@H:35]5[CH3:40])=[N:32][N:33]=4)[CH:30]=3)[CH2:16][CH2:15]2)=[O:12])[N:7]([CH2:41][CH2:42][N:57]2[CH2:62][CH2:61][O:60][CH2:59][CH2:58]2)[N:6]=1)([CH3:2])([CH3:3])[CH3:4], predict the reactants needed to synthesize it. The reactants are: [C:1]([C:5]1[CH:9]=[C:8]([NH:10][C:11]([NH:13][C@@H:14]2[C:23]3[C:18](=[CH:19][CH:20]=[CH:21][CH:22]=3)[C@H:17]([O:24][C:25]3[CH:26]=[CH:27][C:28]4[N:29]([C:31]([N:34]5[CH2:39][CH2:38][O:37][CH2:36][C@@H:35]5[CH3:40])=[N:32][N:33]=4)[CH:30]=3)[CH2:16][CH2:15]2)=[O:12])[N:7]([CH2:41][CH2:42][O:43]S(C)(=O)=O)[N:6]=1)([CH3:4])([CH3:3])[CH3:2].CCN(C(C)C)C(C)C.[NH:57]1[CH2:62][CH2:61][O:60][CH2:59][CH2:58]1. (3) Given the product [Cl:28][C:29]1[S:33][C:32]([C:34]([NH:2][CH2:3][C@@H:4]2[O:8][C:7](=[O:9])[N:6]([C:10]3[CH:15]=[CH:14][C:13]([N:16]4[CH2:21][CH2:20][O:19][CH2:18][C:17]4=[O:22])=[CH:12][CH:11]=3)[CH2:5]2)=[O:35])=[CH:31][CH:30]=1, predict the reactants needed to synthesize it. The reactants are: Cl.[NH2:2][CH2:3][C@@H:4]1[O:8][C:7](=[O:9])[N:6]([C:10]2[CH:15]=[CH:14][C:13]([N:16]3[CH2:21][CH2:20][O:19][CH2:18][C:17]3=[O:22])=[CH:12][CH:11]=2)[CH2:5]1.C(=O)([O-])[O-].[Ca+2].[Cl:28][C:29]1[S:33][C:32]([CH:34]=[O:35])=[CH:31][CH:30]=1.C(OO)(C)(C)C.Cl. (4) Given the product [F:32][C:29]([F:30])([F:31])[C:28]([NH:27][CH2:26][C:25]1[CH:34]=[CH:35][C:36]([F:37])=[C:23]([CH:20]2[CH2:21][CH2:22][N:17]([C:15]([C:4]3[C:3]4[C:7](=[CH:8][CH:9]=[CH:10][C:2]=4[C:43]4[CH:44]=[CH:45][C:40]([O:39][CH3:38])=[CH:41][CH:42]=4)[N:6]([CH2:11][CH2:12][O:13][CH3:14])[CH:5]=3)=[O:16])[CH2:18][CH2:19]2)[CH:24]=1)=[O:33], predict the reactants needed to synthesize it. The reactants are: Br[C:2]1[CH:10]=[CH:9][CH:8]=[C:7]2[C:3]=1[C:4]([C:15]([N:17]1[CH2:22][CH2:21][CH:20]([C:23]3[CH:24]=[C:25]([CH:34]=[CH:35][C:36]=3[F:37])[CH2:26][NH:27][C:28](=[O:33])[C:29]([F:32])([F:31])[F:30])[CH2:19][CH2:18]1)=[O:16])=[CH:5][N:6]2[CH2:11][CH2:12][O:13][CH3:14].[CH3:38][O:39][C:40]1[CH:45]=[CH:44][C:43](B(O)O)=[CH:42][CH:41]=1.C(=O)([O-])[O-].[Cs+].[Cs+].C(Cl)Cl. (5) Given the product [F:9][C:7]1[CH:6]=[C:5]2[C:4](=[C:3]([F:2])[CH:8]=1)[N:10]=[C:22]([CH3:23])[C:13]2([CH3:12])[CH2:14][CH2:15][CH2:16][CH2:17][S:18]([OH:21])(=[O:19])=[O:20], predict the reactants needed to synthesize it. The reactants are: Cl.[F:2][C:3]1[CH:8]=[C:7]([F:9])[CH:6]=[CH:5][C:4]=1[NH:10]N.[CH3:12][CH:13]([C:22](=O)[CH3:23])[CH2:14][CH2:15][CH2:16][CH2:17][S:18]([OH:21])(=[O:20])=[O:19].